Dataset: Peptide-MHC class I binding affinity with 185,985 pairs from IEDB/IMGT. Task: Regression. Given a peptide amino acid sequence and an MHC pseudo amino acid sequence, predict their binding affinity value. This is MHC class I binding data. (1) The peptide sequence is RPRGAPTPT. The MHC is HLA-A30:01 with pseudo-sequence HLA-A30:01. The binding affinity (normalized) is 0.213. (2) The peptide sequence is LLDAHIPQLVA. The MHC is HLA-B07:02 with pseudo-sequence HLA-B07:02. The binding affinity (normalized) is 0. (3) The peptide sequence is LLSLLVIWIL. The MHC is HLA-A02:01 with pseudo-sequence HLA-A02:01. The binding affinity (normalized) is 0.564. (4) The peptide sequence is LLACAGLAYK. The MHC is HLA-A68:01 with pseudo-sequence HLA-A68:01. The binding affinity (normalized) is 0.706. (5) The peptide sequence is IAQLNRPAM. The binding affinity (normalized) is 0.339. The MHC is HLA-B46:01 with pseudo-sequence HLA-B46:01. (6) The peptide sequence is FQWHEAMFL. The MHC is HLA-A69:01 with pseudo-sequence HLA-A69:01. The binding affinity (normalized) is 0.0847. (7) The peptide sequence is AVSKNRRQL. The MHC is HLA-B07:02 with pseudo-sequence HLA-B07:02. The binding affinity (normalized) is 0.689. (8) The peptide sequence is SQKHFDTWW. The MHC is HLA-B27:05 with pseudo-sequence HLA-B27:05. The binding affinity (normalized) is 0.0847. (9) The peptide sequence is VSCDFNNGI. The MHC is H-2-Kb with pseudo-sequence H-2-Kb. The binding affinity (normalized) is 0.314. (10) The peptide sequence is EVFHCMDILT. The MHC is HLA-A02:01 with pseudo-sequence HLA-A02:01. The binding affinity (normalized) is 0.113.